From a dataset of Retrosynthesis with 50K atom-mapped reactions and 10 reaction types from USPTO. Predict the reactants needed to synthesize the given product. (1) The reactants are: CC(C)(C)OC(=O)N1CCC(n2c(=O)[nH]c3ccccc32)CC1.CCOC(=O)Cl. Given the product CCOC(=O)n1c(=O)n(C2CCN(C(=O)OC(C)(C)C)CC2)c2ccccc21, predict the reactants needed to synthesize it. (2) Given the product CC(OC1CCCCO1)c1ccc(Br)nc1, predict the reactants needed to synthesize it. The reactants are: C1=COCCC1.CC(O)c1ccc(Br)nc1. (3) Given the product O=C(CN1CCOCC1)Nc1ccc2nc(NC3CCc4cc(F)ccc43)ccc2c1, predict the reactants needed to synthesize it. The reactants are: Nc1ccc2nc(NC3CCc4cc(F)ccc43)ccc2c1.O=C(O)CN1CCOCC1. (4) Given the product COc1cc2c(c3c1OC(C)(C)C3)C(c1ccn(Cc3ccc(C(=O)O)cc3)c(=O)c1)=NC(C)(C)C2, predict the reactants needed to synthesize it. The reactants are: COC(=O)c1ccc(Cn2ccc(C3=NC(C)(C)Cc4cc(OC)c5c(c43)CC(C)(C)O5)cc2=O)cc1. (5) Given the product Cc1c(F)ccc(-n2nnn(C)c2=O)c1CO, predict the reactants needed to synthesize it. The reactants are: COC(=O)c1c(-n2nnn(C)c2=O)ccc(F)c1C.